Dataset: Full USPTO retrosynthesis dataset with 1.9M reactions from patents (1976-2016). Task: Predict the reactants needed to synthesize the given product. Given the product [Cl:8][C:9]1[CH:10]=[CH:11][C:12]([CH2:31][N:32]2[CH2:33][C:34]([F:37])([F:36])[CH2:35]2)=[C:13]([CH:30]=1)[CH2:14][NH:15][C:16](=[O:29])[C@@H:17]1[CH2:21][CH2:20][CH2:19][NH:18]1, predict the reactants needed to synthesize it. The reactants are: C(O)(C(F)(F)F)=O.[Cl:8][C:9]1[CH:10]=[CH:11][C:12]([CH2:31][N:32]2[CH2:35][C:34]([F:37])([F:36])[CH2:33]2)=[C:13]([CH:30]=1)[CH2:14][NH:15][C:16](=[O:29])[C@@H:17]1[CH2:21][CH2:20][CH2:19][N:18]1C(OC(C)(C)C)=O.